From a dataset of Forward reaction prediction with 1.9M reactions from USPTO patents (1976-2016). Predict the product of the given reaction. (1) Given the reactants C[O:2][CH:3](OC)[CH2:4][N:5]([C:11]1[CH:16]=[CH:15][C:14]([N:17]2[CH2:22][CH2:21][O:20][CH2:19][CH2:18]2)=[C:13]([F:23])[CH:12]=1)[C:6](=[O:10])[O:7][CH2:8][CH3:9].Cl, predict the reaction product. The product is: [F:23][C:13]1[CH:12]=[C:11]([N:5]([CH2:4][CH:3]=[O:2])[C:6](=[O:10])[O:7][CH2:8][CH3:9])[CH:16]=[CH:15][C:14]=1[N:17]1[CH2:22][CH2:21][O:20][CH2:19][CH2:18]1. (2) Given the reactants Br[C:2]1[CH:7]=[CH:6][CH:5]=[CH:4][CH:3]=1.[CH3:8][N:9]1[CH2:14][CH2:13][NH:12][CH2:11][CH2:10]1.CC(C)([O-])C.[K+], predict the reaction product. The product is: [CH3:8][N:9]1[CH2:14][CH2:13][N:12]([C:2]2[CH:7]=[CH:6][CH:5]=[CH:4][CH:3]=2)[CH2:11][CH2:10]1. (3) Given the reactants Cl[C:2]1[CH:11]=[N:10][C:9]2[C:4](=[C:5]3[CH:19]=[CH:18][CH:17]=[CH:16][C:6]3=[C:7]3[CH:15]=[CH:14][CH:13]=[CH:12][C:8]3=2)[N:3]=1.[C:20]1([C:36]2[C:44]3[C:43]4[CH:45]=[CH:46][CH:47]=[CH:48][C:42]=4[S:41][C:40]=3C=CC=2)[C:28]2[C:27]3[CH:29]=[CH:30][CH:31]=[C:32](B(O)O)[C:26]=3[S:25][C:24]=2[CH:23]=[CH:22][CH:21]=1.[C:49]1(C)[CH:54]=CC=C[CH:50]=1.C(=O)([O-])[O-].[K+].[K+], predict the reaction product. The product is: [CH:36]1[C:44]2[C:48]3[CH:47]=[CH:46][CH:45]=[CH:43][C:42]=3[S:41][C:40]=2[C:22]([C:23]2[C:24]3[S:25][C:26]4[C:32]([C:2]5[CH:11]=[N:10][C:9]6[C:4](=[C:5]7[CH:19]=[CH:18][CH:17]=[CH:16][C:6]7=[C:7]7[CH:15]=[CH:14][CH:13]=[CH:12][C:8]7=6)[N:3]=5)=[CH:31][CH:30]=[CH:29][C:27]=4[C:28]=3[CH:54]=[CH:49][CH:50]=2)=[CH:21][CH:20]=1. (4) Given the reactants [H-].[Al+3].[Li+].[H-].[H-].[H-].[CH3:7][C:8]1[N:9]=[C:10]([C:16]2[CH:21]=[CH:20][C:19]([C:22]([F:25])([F:24])[F:23])=[CH:18][CH:17]=2)[S:11][C:12]=1[C:13](O)=[O:14], predict the reaction product. The product is: [CH3:7][C:8]1[N:9]=[C:10]([C:16]2[CH:17]=[CH:18][C:19]([C:22]([F:25])([F:23])[F:24])=[CH:20][CH:21]=2)[S:11][C:12]=1[CH2:13][OH:14]. (5) Given the reactants CC1(C)[O:9][C:7](=[O:8])[CH2:6][C:4](=O)O1.[Cl:11][C:12]1[CH:17]=[C:16]([Cl:18])[CH:15]=[C:14]([Cl:19])[C:13]=1[CH2:20]C=O, predict the reaction product. The product is: [Cl:11][C:12]1[CH:17]=[C:16]([Cl:18])[CH:15]=[C:14]([Cl:19])[C:13]=1[CH2:20][CH2:4][CH2:6][C:7]([OH:9])=[O:8]. (6) Given the reactants Br[C:2]1[CH:9]=[CH:8][C:5]([NH:6][CH3:7])=[C:4]([N+:10]([O-:12])=[O:11])[C:3]=1[O:13][CH3:14].[CH3:15][N:16]1[CH:21]=[C:20](B2OC(C)(C)C(C)(C)O2)[C:19]2[CH:31]=[CH:32][N:33]([S:34]([C:37]3[CH:42]=[CH:41][C:40]([CH3:43])=[CH:39][CH:38]=3)(=[O:36])=[O:35])[C:18]=2[C:17]1=[O:44], predict the reaction product. The product is: [CH3:14][O:13][C:3]1[C:4]([N+:10]([O-:12])=[O:11])=[C:5]([NH:6][CH3:7])[CH:8]=[CH:9][C:2]=1[C:20]1[C:19]2[CH:31]=[CH:32][N:33]([S:34]([C:37]3[CH:42]=[CH:41][C:40]([CH3:43])=[CH:39][CH:38]=3)(=[O:36])=[O:35])[C:18]=2[C:17](=[O:44])[N:16]([CH3:15])[CH:21]=1. (7) Given the reactants C(OC(=O)[NH:7][CH2:8][CH2:9][C:10]1[CH:15]=[CH:14][C:13]([O:16][CH2:17][CH2:18][CH2:19][C:20]2[CH:25]=[CH:24][C:23]([OH:26])=[C:22]([C@@H:27]([C:37]3[CH:42]=[CH:41][CH:40]=[CH:39][CH:38]=3)[CH2:28][CH2:29][N:30]([CH:34]([CH3:36])[CH3:35])[CH:31]([CH3:33])[CH3:32])[CH:21]=2)=[CH:12][CH:11]=1)(C)(C)C.Cl, predict the reaction product. The product is: [NH3:7].[NH2:7][CH2:8][CH2:9][C:10]1[CH:11]=[CH:12][C:13]([O:16][CH2:17][CH2:18][CH2:19][C:20]2[CH:25]=[CH:24][C:23]([OH:26])=[C:22]([C@@H:27]([C:37]3[CH:38]=[CH:39][CH:40]=[CH:41][CH:42]=3)[CH2:28][CH2:29][N:30]([CH:34]([CH3:35])[CH3:36])[CH:31]([CH3:33])[CH3:32])[CH:21]=2)=[CH:14][CH:15]=1.